This data is from Reaction yield outcomes from USPTO patents with 853,638 reactions. The task is: Predict the reaction yield, written as a fraction of the theoretical maximum amount of product (1.0 means a 100% yield; for example, 0.34 means a 34% yield). (1) The reactants are CC1C(=[O:8])[C@@H](O)CC(C)(C)C=1/C=C/C(/C)=C/C=C/C(/C)=C/C=C/C=C(\C)/C=C/C=C(\C)/C=C/C1C(C)(C)C[C@H](O)C(=O)C=1C.CCN(C(C)C)C(C)C.Cl[C:55]([O:57]C(Cl)C(Cl)(Cl)Cl)=[O:56].[CH2:64]([OH:75])[C@H:65]([C@H:67]([C@@H:69]([C@@H:71]([CH2:73][OH:74])[OH:72])[OH:70])[OH:68])[OH:66]. The catalyst is C(Cl)Cl.CN(C1C=CN=CC=1)C.CN(C=O)C. The product is [C:55](=[O:56])([OH:8])[OH:57].[CH2:73]([OH:74])[C@H:71]([C@H:69]([C@@H:67]([C@@H:65]([CH2:64][OH:75])[OH:66])[OH:68])[OH:70])[OH:72]. The yield is 0.102. (2) The reactants are [Cl:1][C:2]1[C:7]([C:8]([O:10][CH3:11])=[O:9])=[C:6]([NH:12]CC2C=CC(OC)=CC=2)[C:5]([N+:22]([O-:24])=[O:23])=[CH:4][CH:3]=1.C(O)(C(F)(F)F)=O.C([O-])(O)=O.[Na+]. The catalyst is CCOC(C)=O.O. The product is [NH2:12][C:6]1[C:5]([N+:22]([O-:24])=[O:23])=[CH:4][CH:3]=[C:2]([Cl:1])[C:7]=1[C:8]([O:10][CH3:11])=[O:9]. The yield is 0.810. (3) The reactants are Cl[C:2]1[C:7]2=[CH:8][N:9]([CH2:11][CH2:12][O:13][C:14]3[C:19]([Cl:20])=[CH:18][C:17]([C:21]([F:24])([F:23])[F:22])=[CH:16][N:15]=3)[N:10]=[C:6]2[CH:5]=[CH:4][N:3]=1.[CH:25]([O:27][C:28]1[CH:33]=[CH:32][CH:31]=[CH:30][CH:29]=1)=[O:26].CC1(C)C2C(=C(P(C3C=CC=CC=3)C3C=CC=CC=3)C=CC=2)OC2C(P(C3C=CC=CC=3)C3C=CC=CC=3)=CC=CC1=2.C(N(CC)CC)C. The catalyst is CC#N.C([O-])(=O)C.[Pd+2].C([O-])(=O)C. The product is [Cl:20][C:19]1[C:14]([O:13][CH2:12][CH2:11][N:9]2[CH:8]=[C:7]3[C:2]([C:25]([O:27][C:28]4[CH:33]=[CH:32][CH:31]=[CH:30][CH:29]=4)=[O:26])=[N:3][CH:4]=[CH:5][C:6]3=[N:10]2)=[N:15][CH:16]=[C:17]([C:21]([F:24])([F:23])[F:22])[CH:18]=1. The yield is 0.400. (4) The reactants are Br[C:2]1[CH:3]=[N:4][C:5]2[N:6]([N:8]=[C:9]([CH3:21])[C:10]=2[CH2:11][N:12]2[CH2:16][CH:15]([CH2:17][CH2:18][CH3:19])[CH2:14][C:13]2=[O:20])[CH:7]=1.[C:22]1([C:28]#[CH:29])[CH:27]=[CH:26][CH:25]=[CH:24][CH:23]=1.[O-]P([O-])([O-])=O.[K+].[K+].[K+]. The catalyst is O.C(O)(C)C.[Pd]. The product is [CH3:21][C:9]1[C:10]([CH2:11][N:12]2[CH2:16][CH:15]([CH2:17][CH2:18][CH3:19])[CH2:14][C:13]2=[O:20])=[C:5]2[N:4]=[CH:3][C:2]([C:29]#[C:28][C:22]3[CH:27]=[CH:26][CH:25]=[CH:24][CH:23]=3)=[CH:7][N:6]2[N:8]=1. The yield is 0.110. (5) The catalyst is O1CCCC1.CN(C)C=O. The product is [OH:35][NH:34][C:18]([CH2:17][CH2:16][C:13]1[CH:14]=[CH:15][C:10]([NH:9][C:1](=[O:8])[C:2]2[CH:7]=[CH:6][CH:5]=[CH:4][CH:3]=2)=[CH:11][CH:12]=1)=[O:20]. The yield is 0.720. The reactants are [C:1]([NH:9][C:10]1[CH:15]=[CH:14][C:13]([CH2:16][CH2:17][C:18]([OH:20])=O)=[CH:12][CH:11]=1)(=[O:8])[C:2]1[CH:7]=[CH:6][CH:5]=[CH:4][CH:3]=1.C(N1C=CN=C1)(N1C=CN=C1)=O.Cl.[NH2:34][OH:35].C(N)C. (6) The reactants are [CH3:1][O:2][C:3](=[O:27])[C:4]1[CH:9]=[CH:8][C:7](/[CH:10]=[CH:11]/[C:12](=[O:26])[C:13]2[C:14]([NH:19][C:20]3[CH:25]=[CH:24][CH:23]=[CH:22][CH:21]=3)=[N:15][CH:16]=[CH:17][CH:18]=2)=[CH:6][CH:5]=1.[H][H]. The catalyst is [Pd].C(OCC)(=O)C. The product is [CH3:1][O:2][C:3](=[O:27])[C:4]1[CH:5]=[CH:6][C:7]([CH2:10][CH2:11][C:12](=[O:26])[C:13]2[C:14]([NH:19][C:20]3[CH:25]=[CH:24][CH:23]=[CH:22][CH:21]=3)=[N:15][CH:16]=[CH:17][CH:18]=2)=[CH:8][CH:9]=1. The yield is 0.810. (7) The reactants are [C:1]([O:20][CH2:21][CH2:22][C:23]1[C:27]2[N:28]=[CH:29][N:30]=[C:31]([NH2:32])[C:26]=2[O:25][CH:24]=1)([C:14]1[CH:19]=[CH:18][CH:17]=[CH:16][CH:15]=1)([C:8]1[CH:13]=[CH:12][CH:11]=[CH:10][CH:9]=1)[C:2]1[CH:7]=[CH:6][CH:5]=[CH:4][CH:3]=1.[C:33]1([C:39]([C:47]2[CH:52]=[CH:51][CH:50]=[CH:49][CH:48]=2)([C:41]2[CH:46]=[CH:45][CH:44]=[CH:43][CH:42]=2)Cl)[CH:38]=[CH:37][CH:36]=[CH:35][CH:34]=1.CO. The catalyst is N1C=CC=CC=1. The product is [C:39]([NH:32][C:31]1[C:26]2[O:25][CH:24]=[C:23]([CH2:22][CH2:21][O:20][C:1]([C:14]3[CH:19]=[CH:18][CH:17]=[CH:16][CH:15]=3)([C:8]3[CH:9]=[CH:10][CH:11]=[CH:12][CH:13]=3)[C:2]3[CH:7]=[CH:6][CH:5]=[CH:4][CH:3]=3)[C:27]=2[N:28]=[CH:29][N:30]=1)([C:33]1[CH:38]=[CH:37][CH:36]=[CH:35][CH:34]=1)([C:47]1[CH:48]=[CH:49][CH:50]=[CH:51][CH:52]=1)[C:41]1[CH:42]=[CH:43][CH:44]=[CH:45][CH:46]=1. The yield is 0.965.